Dataset: Merck oncology drug combination screen with 23,052 pairs across 39 cell lines. Task: Regression. Given two drug SMILES strings and cell line genomic features, predict the synergy score measuring deviation from expected non-interaction effect. (1) Drug 1: NC1(c2ccc(-c3nc4ccn5c(=O)[nH]nc5c4cc3-c3ccccc3)cc2)CCC1. Drug 2: CCc1cnn2c(NCc3ccc[n+]([O-])c3)cc(N3CCCCC3CCO)nc12. Cell line: NCIH520. Synergy scores: synergy=5.89. (2) Drug 1: CCc1c2c(nc3ccc(O)cc13)-c1cc3c(c(=O)n1C2)COC(=O)C3(O)CC. Drug 2: CNC(=O)c1cc(Oc2ccc(NC(=O)Nc3ccc(Cl)c(C(F)(F)F)c3)cc2)ccn1. Cell line: OV90. Synergy scores: synergy=-7.58. (3) Cell line: A375. Synergy scores: synergy=-0.774. Drug 2: O=C(NOCC(O)CO)c1ccc(F)c(F)c1Nc1ccc(I)cc1F. Drug 1: NC(=O)c1cccc2cn(-c3ccc(C4CCCNC4)cc3)nc12. (4) Drug 1: CCc1cnn2c(NCc3ccc[n+]([O-])c3)cc(N3CCCCC3CCO)nc12. Drug 2: Cn1cc(-c2cnn3c(N)c(Br)c(C4CCCNC4)nc23)cn1. Cell line: SKOV3. Synergy scores: synergy=-7.57. (5) Drug 1: CCN(CC)CCNC(=O)c1c(C)[nH]c(C=C2C(=O)Nc3ccc(F)cc32)c1C. Drug 2: CNC(=O)c1cc(Oc2ccc(NC(=O)Nc3ccc(Cl)c(C(F)(F)F)c3)cc2)ccn1. Cell line: ES2. Synergy scores: synergy=2.98. (6) Drug 1: COc1cc(C2c3cc4c(cc3C(OC3OC5COC(C)OC5C(O)C3O)C3COC(=O)C23)OCO4)cc(OC)c1O. Drug 2: NC(=O)c1cccc2cn(-c3ccc(C4CCCNC4)cc3)nc12. Cell line: NCIH520. Synergy scores: synergy=24.1. (7) Drug 1: N.N.O=C(O)C1(C(=O)O)CCC1.[Pt]. Drug 2: Cn1c(=O)n(-c2ccc(C(C)(C)C#N)cc2)c2c3cc(-c4cnc5ccccc5c4)ccc3ncc21. Cell line: T47D. Synergy scores: synergy=108. (8) Drug 1: Cc1nc(Nc2ncc(C(=O)Nc3c(C)cccc3Cl)s2)cc(N2CCN(CCO)CC2)n1. Drug 2: CCc1c2c(nc3ccc(O)cc13)-c1cc3c(c(=O)n1C2)COC(=O)C3(O)CC. Cell line: T47D. Synergy scores: synergy=40.4. (9) Drug 1: COc1cc(C2c3cc4c(cc3C(OC3OC5COC(C)OC5C(O)C3O)C3COC(=O)C23)OCO4)cc(OC)c1O. Drug 2: CCN(CC)CCNC(=O)c1c(C)[nH]c(C=C2C(=O)Nc3ccc(F)cc32)c1C. Cell line: RKO. Synergy scores: synergy=-3.79. (10) Drug 1: COc1cc(C2c3cc4c(cc3C(OC3OC5COC(C)OC5C(O)C3O)C3COC(=O)C23)OCO4)cc(OC)c1O. Drug 2: COC1=C2CC(C)CC(OC)C(O)C(C)C=C(C)C(OC(N)=O)C(OC)C=CC=C(C)C(=O)NC(=CC1=O)C2=O. Cell line: OV90. Synergy scores: synergy=3.32.